From a dataset of NCI-60 drug combinations with 297,098 pairs across 59 cell lines. Regression. Given two drug SMILES strings and cell line genomic features, predict the synergy score measuring deviation from expected non-interaction effect. (1) Drug 2: CCCCC(=O)OCC(=O)C1(CC(C2=C(C1)C(=C3C(=C2O)C(=O)C4=C(C3=O)C=CC=C4OC)O)OC5CC(C(C(O5)C)O)NC(=O)C(F)(F)F)O. Cell line: BT-549. Drug 1: CCC(=C(C1=CC=CC=C1)C2=CC=C(C=C2)OCCN(C)C)C3=CC=CC=C3.C(C(=O)O)C(CC(=O)O)(C(=O)O)O. Synergy scores: CSS=41.8, Synergy_ZIP=2.14, Synergy_Bliss=4.72, Synergy_Loewe=-8.00, Synergy_HSA=3.97. (2) Drug 1: C1C(C(OC1N2C=NC3=C(N=C(N=C32)Cl)N)CO)O. Drug 2: CN1C(=O)N2C=NC(=C2N=N1)C(=O)N. Cell line: MDA-MB-435. Synergy scores: CSS=25.7, Synergy_ZIP=-7.25, Synergy_Bliss=-1.30, Synergy_Loewe=-64.4, Synergy_HSA=-3.05. (3) Drug 1: CC1C(C(CC(O1)OC2CC(CC3=C2C(=C4C(=C3O)C(=O)C5=C(C4=O)C(=CC=C5)OC)O)(C(=O)C)O)N)O.Cl. Drug 2: C#CCC(CC1=CN=C2C(=N1)C(=NC(=N2)N)N)C3=CC=C(C=C3)C(=O)NC(CCC(=O)O)C(=O)O. Cell line: OVCAR-4. Synergy scores: CSS=8.06, Synergy_ZIP=-1.08, Synergy_Bliss=0.163, Synergy_Loewe=0.121, Synergy_HSA=-0.123. (4) Drug 1: CC12CCC3C(C1CCC2O)C(CC4=C3C=CC(=C4)O)CCCCCCCCCS(=O)CCCC(C(F)(F)F)(F)F. Drug 2: CCCCCOC(=O)NC1=NC(=O)N(C=C1F)C2C(C(C(O2)C)O)O. Cell line: SF-295. Synergy scores: CSS=22.7, Synergy_ZIP=27.1, Synergy_Bliss=35.5, Synergy_Loewe=14.2, Synergy_HSA=14.2. (5) Cell line: SK-MEL-28. Synergy scores: CSS=-1.51, Synergy_ZIP=-1.68, Synergy_Bliss=1.80, Synergy_Loewe=-4.04, Synergy_HSA=-1.72. Drug 2: C1CCC(C(C1)N)N.C(=O)(C(=O)[O-])[O-].[Pt+4]. Drug 1: C1=CN(C=N1)CC(O)(P(=O)(O)O)P(=O)(O)O. (6) Drug 2: N.N.Cl[Pt+2]Cl. Drug 1: C1=CC(=CC=C1CC(C(=O)O)N)N(CCCl)CCCl.Cl. Synergy scores: CSS=-1.63, Synergy_ZIP=-2.06, Synergy_Bliss=-6.08, Synergy_Loewe=-15.5, Synergy_HSA=-7.21. Cell line: SN12C. (7) Drug 1: C1C(C(OC1N2C=C(C(=O)NC2=O)F)CO)O. Drug 2: CC1=C2C(C(=O)C3(C(CC4C(C3C(C(C2(C)C)(CC1OC(=O)C(C(C5=CC=CC=C5)NC(=O)OC(C)(C)C)O)O)OC(=O)C6=CC=CC=C6)(CO4)OC(=O)C)O)C)O. Cell line: SF-539. Synergy scores: CSS=28.5, Synergy_ZIP=1.15, Synergy_Bliss=2.89, Synergy_Loewe=-6.40, Synergy_HSA=1.97.